This data is from Reaction yield outcomes from USPTO patents with 853,638 reactions. The task is: Predict the reaction yield, written as a fraction of the theoretical maximum amount of product (1.0 means a 100% yield; for example, 0.34 means a 34% yield). (1) The reactants are [Br:1][C:2]1[N:3]=[C:4]([C:9]2[O:10][C:11]([C:14]3[CH:19]=[CH:18][C:17]([CH2:20]Br)=[CH:16][CH:15]=3)=[N:12][N:13]=2)[C:5]([NH2:8])=[N:6][CH:7]=1.C([O-])([O-])=O.[Na+].[Na+].[CH3:28][NH2:29]. The catalyst is O. The product is [Br:1][C:2]1[N:3]=[C:4]([C:9]2[O:10][C:11]([C:14]3[CH:19]=[CH:18][C:17]([CH2:20][NH:29][CH3:28])=[CH:16][CH:15]=3)=[N:12][N:13]=2)[C:5]([NH2:8])=[N:6][CH:7]=1. The yield is 0.853. (2) The reactants are [O:1]=[C:2]1[CH2:7][CH2:6][CH:5]([C:8]([OH:10])=O)[CH2:4][CH2:3]1.C(Cl)(=O)C(Cl)=O.[CH3:17][C@H:18]1[CH2:23][N:22]([CH2:24][C:25]2[CH:30]=[CH:29][C:28]([NH:31][CH3:32])=[CH:27][C:26]=2C)[CH2:21][CH2:20][N:19]1[C:34]([O:36][C:37]([CH3:40])([CH3:39])[CH3:38])=[O:35].C(N(CC)CC)C. The catalyst is ClCCl.O.CN(C)C=O. The product is [CH3:17][C@H:18]1[CH2:23][N:22]([CH2:24][C:25]2[CH:30]=[CH:29][C:28]([N:31]([CH3:32])[C:8]([CH:5]3[CH2:4][CH2:3][C:2](=[O:1])[CH2:7][CH2:6]3)=[O:10])=[CH:27][CH:26]=2)[CH2:21][CH2:20][N:19]1[C:34]([O:36][C:37]([CH3:38])([CH3:40])[CH3:39])=[O:35]. The yield is 0.320. (3) The product is [C:1]([O:5][C:6]([N:8]1[C:16]2[C:11](=[CH:12][C:13]([S:17][C:30]3[CH:31]=[CH:32][C:27]([C:26](=[O:37])[NH:25][C:22]4[CH:23]=[CH:24][C:19]([Br:18])=[CH:20][CH:21]=4)=[CH:28][C:29]=3[N+:34]([O-:36])=[O:35])=[CH:14][CH:15]=2)[CH:10]=[CH:9]1)=[O:7])([CH3:4])([CH3:2])[CH3:3]. The catalyst is C(O)C. The reactants are [C:1]([O:5][C:6]([N:8]1[C:16]2[C:11](=[CH:12][C:13]([SH:17])=[CH:14][CH:15]=2)[CH:10]=[CH:9]1)=[O:7])([CH3:4])([CH3:3])[CH3:2].[Br:18][C:19]1[CH:24]=[CH:23][C:22]([NH:25][C:26](=[O:37])[C:27]2[CH:32]=[CH:31][C:30](Cl)=[C:29]([N+:34]([O-:36])=[O:35])[CH:28]=2)=[CH:21][CH:20]=1.C([O-])(=O)C.[Na+]. The yield is 0.850. (4) The reactants are [F:1][C:2]1[CH:7]=[CH:6][C:5]([C:8]2[O:9][C:10]3[CH:20]=[CH:19][C:18]([C:21]4[CH:22]=[CH:23][C:24]([O:30][CH3:31])=[C:25]([CH:29]=4)[C:26](O)=[O:27])=[CH:17][C:11]=3[C:12]=2[C:13](=[O:16])[NH:14][CH3:15])=[CH:4][CH:3]=1.C(N(C(C)C)C(C)C)C.[CH3:41][CH:42]([CH3:45])[CH2:43][NH2:44].CN(C(ON1N=NC2C=CC=NC1=2)=[N+](C)C)C.F[P-](F)(F)(F)(F)F. The catalyst is C(OCC)(=O)C.C(#N)C.CN(C=O)C. The product is [F:1][C:2]1[CH:3]=[CH:4][C:5]([C:8]2[O:9][C:10]3[CH:20]=[CH:19][C:18]([C:21]4[CH:22]=[CH:23][C:24]([O:30][CH3:31])=[C:25]([C:26](=[O:27])[NH:44][CH2:43][CH:42]([CH3:45])[CH3:41])[CH:29]=4)=[CH:17][C:11]=3[C:12]=2[C:13]([NH:14][CH3:15])=[O:16])=[CH:6][CH:7]=1. The yield is 0.380. (5) The reactants are [CH2:1]([O:8][C:9]1[C:16]([CH2:17][CH3:18])=[CH:15][CH:14]=[CH:13][C:10]=1[CH:11]=O)[C:2]1[CH:7]=[CH:6][CH:5]=[CH:4][CH:3]=1.[CH3:19][S:20][CH2:21][S:22]([CH3:24])=[O:23].O1CCCC1.[OH-].C([N+](C)(C)C)C1C=CC=CC=1. The catalyst is CO. The product is [CH3:24][S:22]([C:21]([S:20][CH3:19])=[CH:11][C:10]1[CH:13]=[CH:14][CH:15]=[C:16]([CH2:17][CH3:18])[C:9]=1[O:8][CH2:1][C:2]1[CH:7]=[CH:6][CH:5]=[CH:4][CH:3]=1)=[O:23]. The yield is 0.850. (6) The reactants are [CH3:1][CH:2]1[CH2:6][C:5]2[C:7]([CH3:19])=[C:8]([N:13]3[CH2:18][CH2:17][NH:16][CH2:15][CH2:14]3)[C:9]([CH3:12])=[C:10]([CH3:11])[C:4]=2[O:3]1.[F:20][C:21]1[CH:26]=[CH:25][C:24](I)=[CH:23][CH:22]=1. No catalyst specified. The product is [F:20][C:21]1[CH:26]=[CH:25][C:24]([N:16]2[CH2:15][CH2:14][N:13]([C:8]3[C:9]([CH3:12])=[C:10]([CH3:11])[C:4]4[O:3][CH:2]([CH3:1])[CH2:6][C:5]=4[C:7]=3[CH3:19])[CH2:18][CH2:17]2)=[CH:23][CH:22]=1. The yield is 0.160.